From a dataset of Reaction yield outcomes from USPTO patents with 853,638 reactions. Predict the reaction yield, written as a fraction of the theoretical maximum amount of product (1.0 means a 100% yield; for example, 0.34 means a 34% yield). (1) The reactants are [CH:1]1([O:6][CH2:7][C:8]2[C:12]([CH2:13][O:14][C:15]3[CH:20]=[CH:19][C:18]([C:21]4[CH:22]=[C:23]5[C:28](=[CH:29][CH:30]=4)[N:27]=[C:26]([C:31]([O:33]C)=[O:32])[CH:25]=[CH:24]5)=[CH:17][CH:16]=3)=[C:11]([CH:35]([CH3:37])[CH3:36])[O:10][N:9]=2)[CH2:5][CH2:4][CH2:3][CH2:2]1.CO.[OH-].[Na+]. The catalyst is C1COCC1. The product is [CH:1]1([O:6][CH2:7][C:8]2[C:12]([CH2:13][O:14][C:15]3[CH:16]=[CH:17][C:18]([C:21]4[CH:22]=[C:23]5[C:28](=[CH:29][CH:30]=4)[N:27]=[C:26]([C:31]([OH:33])=[O:32])[CH:25]=[CH:24]5)=[CH:19][CH:20]=3)=[C:11]([CH:35]([CH3:37])[CH3:36])[O:10][N:9]=2)[CH2:5][CH2:4][CH2:3][CH2:2]1. The yield is 0.950. (2) The reactants are C(NCCO)C1C=CC=CC=1.C([C@H]1OC1)Cl.[OH-].[Na+].C([N:26]1[CH2:31][CH2:30][O:29][CH:28]([CH2:32][OH:33])[CH2:27]1)C1C=CC=CC=1.C(N1CCCOCC1)C1C=CC=CC=1.[F:48][C:49]([F:54])([F:53])[C:50]([OH:52])=[O:51]. The catalyst is [C].[Pd].CO.O.CC(O)C. The product is [F:48][C:49]([F:54])([F:53])[C:50]([OH:52])=[O:51].[OH:33][CH2:32][C@@H:28]1[O:29][CH2:30][CH2:31][NH:26][CH2:27]1. The yield is 0.411. (3) The reactants are [ClH:1].Cl.[NH2:3][NH2:4].[Cl:21][C:16]1[CH:17]=CC=C[C:15]=1[C:13](Cl)([OH:14])C(OC(=O)[C:13](Cl)([C:15]1C=CC=[CH:17][C:16]=1[Cl:21])[OH:14])=O.[OH2:30]. No catalyst specified. The product is [Cl:1][C:15]1[C:13](=[O:14])[NH:3][NH:4][C:17](=[O:30])[C:16]=1[Cl:21]. The yield is 0.900. (4) The reactants are F[C:2]1[CH:11]=[C:10]([F:12])[CH:9]=[C:8]2[C:3]=1[C:4](=[O:13])[NH:5][CH:6]=[N:7]2.[CH:14]([OH:17])([CH3:16])[CH3:15]. No catalyst specified. The product is [F:12][C:10]1[CH:9]=[C:8]2[C:3]([C:4](=[O:13])[NH:5][CH:6]=[N:7]2)=[C:2]([O:17][CH:14]([CH3:16])[CH3:15])[CH:11]=1. The yield is 0.730. (5) The catalyst is CO.[Pd]. The product is [C:25]([Si:22]([CH3:24])([CH3:23])[O:21][CH:19]([CH3:20])[CH2:18][N:15]1[C:16]2[C:12](=[CH:11][CH:10]=[C:9]([OH:8])[CH:17]=2)[CH:13]=[N:14]1)([CH3:27])([CH3:28])[CH3:26]. The yield is 0.850. The reactants are C([O:8][C:9]1[CH:17]=[C:16]2[C:12]([CH:13]=[N:14][N:15]2[CH2:18][CH:19]([O:21][Si:22]([C:25]([CH3:28])([CH3:27])[CH3:26])([CH3:24])[CH3:23])[CH3:20])=[CH:11][CH:10]=1)C1C=CC=CC=1.ClCCl. (6) The reactants are Cl[C:2]1[N:10]=[CH:9][N:8]=[C:7]2[C:3]=1[N:4]=[CH:5][N:6]2[CH:11]1[CH2:16][CH2:15][CH2:14][CH2:13][O:12]1.ClC1N=CN=C2C=1NC=N2.[OH:27][C:28]1[CH:33]=[CH:32][C:31]([NH2:34])=[CH:30][CH:29]=1.C(N(C(C)C)C(C)C)C. The catalyst is C(O)CCC. The product is [OH:27][C:28]1[CH:33]=[CH:32][C:31]([NH:34][C:2]2[N:10]=[CH:9][N:8]=[C:7]3[C:3]=2[N:4]=[CH:5][N:6]3[CH:11]2[CH2:16][CH2:15][CH2:14][CH2:13][O:12]2)=[CH:30][CH:29]=1. The yield is 0.900.